This data is from TCR-epitope binding with 47,182 pairs between 192 epitopes and 23,139 TCRs. The task is: Binary Classification. Given a T-cell receptor sequence (or CDR3 region) and an epitope sequence, predict whether binding occurs between them. (1) The TCR CDR3 sequence is CASSQLVSLRGEQYF. Result: 1 (the TCR binds to the epitope). The epitope is PROT_97E67BCC. (2) The epitope is FRYMNSQGL. The TCR CDR3 sequence is CASSFHRNAEAFF. Result: 0 (the TCR does not bind to the epitope). (3) The epitope is EPLPQGQLTAY. The TCR CDR3 sequence is CASSFHRQGAGELFF. Result: 0 (the TCR does not bind to the epitope). (4) The epitope is KLGGALQAK. The TCR CDR3 sequence is CASSQPDNEQYF. Result: 1 (the TCR binds to the epitope). (5) The epitope is LVLSVNPYV. The TCR CDR3 sequence is CSARDKAGEGYNEQFF. Result: 0 (the TCR does not bind to the epitope). (6) The epitope is HLVDFQVTI. The TCR CDR3 sequence is CASSSQGAMMETQYF. Result: 1 (the TCR binds to the epitope). (7) The epitope is NLWNTFTRL. The TCR CDR3 sequence is CASSMSRAGNTIYF. Result: 0 (the TCR does not bind to the epitope).